Task: Predict which catalyst facilitates the given reaction.. Dataset: Catalyst prediction with 721,799 reactions and 888 catalyst types from USPTO Reactant: [F:1][C:2]1([F:48])[CH2:7][CH2:6][CH:5]([C:8]2[C:17]3[CH:16]([O:18][CH2:19][C:20]4[CH:25]=[CH:24][C:23]([O:26][CH3:27])=[CH:22][CH:21]=4)[CH2:15][C:14]([CH3:29])([CH3:28])[CH2:13][C:12]=3[N:11]=[C:10]([CH:30]3[CH2:35][CH2:34][NH:33][CH2:32][CH2:31]3)[C:9]=2[CH:36]([F:47])[C:37]2[CH:42]=[CH:41][C:40]([C:43]([F:46])([F:45])[F:44])=[CH:39][CH:38]=2)[CH2:4][CH2:3]1.[Br:49][C:50]1[CH:51]=[N:52][C:53](Cl)=[N:54][CH:55]=1.C(N(C(C)C)CC)(C)C.Cl. Product: [Br:49][C:50]1[CH:51]=[N:52][C:53]([N:33]2[CH2:34][CH2:35][CH:30]([C:10]3[C:9]([CH:36]([F:47])[C:37]4[CH:38]=[CH:39][C:40]([C:43]([F:45])([F:46])[F:44])=[CH:41][CH:42]=4)=[C:8]([CH:5]4[CH2:6][CH2:7][C:2]([F:1])([F:48])[CH2:3][CH2:4]4)[C:17]4[CH:16]([O:18][CH2:19][C:20]5[CH:21]=[CH:22][C:23]([O:26][CH3:27])=[CH:24][CH:25]=5)[CH2:15][C:14]([CH3:28])([CH3:29])[CH2:13][C:12]=4[N:11]=3)[CH2:31][CH2:32]2)=[N:54][CH:55]=1. The catalyst class is: 12.